Dataset: Reaction yield outcomes from USPTO patents with 853,638 reactions. Task: Predict the reaction yield, written as a fraction of the theoretical maximum amount of product (1.0 means a 100% yield; for example, 0.34 means a 34% yield). (1) The reactants are [F:1][C:2]1[CH:3]=[C:4]([CH:6]=[CH:7][C:8]=1[N+:9]([O-:11])=[O:10])[NH2:5].[Br:12]Br.[OH-].[Na+]. The catalyst is CC(O)=O.C(Cl)(Cl)Cl. The product is [Br:12][C:6]1[CH:7]=[C:8]([N+:9]([O-:11])=[O:10])[C:2]([F:1])=[CH:3][C:4]=1[NH2:5]. The yield is 0.900. (2) The yield is 0.790. The product is [CH3:1][C:2]1[CH:7]=[C:6]([C:29]2[S:33][C:32]([C:34]3([C:44]#[N:45])[CH2:43][CH2:42][C:37]4([O:41][CH2:40][CH2:39][O:38]4)[CH2:36][CH2:35]3)=[N:31][CH:30]=2)[CH:5]=[C:4]([NH:17][C:18]2[N:23]=[C:22]([C:24]([F:27])([F:25])[F:26])[CH:21]=[CH:20][N:19]=2)[CH:3]=1. The reactants are [CH3:1][C:2]1[CH:3]=[C:4]([NH:17][C:18]2[N:23]=[C:22]([C:24]([F:27])([F:26])[F:25])[CH:21]=[CH:20][N:19]=2)[CH:5]=[C:6](B2OC(C)(C)C(C)(C)O2)[CH:7]=1.Br[C:29]1[S:33][C:32]([C:34]2([C:44]#[N:45])[CH2:43][CH2:42][C:37]3([O:41][CH2:40][CH2:39][O:38]3)[CH2:36][CH2:35]2)=[N:31][CH:30]=1.C(=O)([O-])[O-].[Cs+].[Cs+].CC(C1C=C(C(C)C)C(C2C=CC=CC=2P(C2CCCCC2)C2CCCCC2)=C(C(C)C)C=1)C. The catalyst is C1C=CC(/C=C/C(/C=C/C2C=CC=CC=2)=O)=CC=1.C1C=CC(/C=C/C(/C=C/C2C=CC=CC=2)=O)=CC=1.C1C=CC(/C=C/C(/C=C/C2C=CC=CC=2)=O)=CC=1.[Pd].[Pd]. (3) The reactants are [NH2:1][CH2:2][CH2:3][C:4]1[N:5]=[C:6]([NH:9][C:10]([NH:12][C:13]2[CH:18]=[CH:17][C:16]([CH3:19])=[CH:15][C:14]=2[C:20]([CH:22]2[CH2:26][CH2:25][CH2:24][CH2:23]2)=[O:21])=[O:11])[S:7][CH:8]=1.[CH3:27][N:28]([CH2:30][C:31](O)=[O:32])[CH3:29]. No catalyst specified. The product is [CH:22]1([C:20]([C:14]2[CH:15]=[C:16]([CH3:19])[CH:17]=[CH:18][C:13]=2[NH:12][C:10](=[O:11])[NH:9][C:6]2[S:7][CH:8]=[C:4]([CH2:3][CH2:2][NH:1][C:31](=[O:32])[CH2:30][N:28]([CH3:29])[CH3:27])[N:5]=2)=[O:21])[CH2:23][CH2:24][CH2:25][CH2:26]1. The yield is 0.610. (4) The reactants are Cl.Cl.Cl.Cl.[NH2:5][CH2:6][CH2:7][CH2:8][NH:9][CH2:10][CH2:11][CH2:12][CH2:13][NH:14][CH2:15][CH2:16][CH2:17][NH2:18].[OH-:19].[Na+].[C:21]1([CH3:31])[CH:26]=[CH:25][C:24]([S:27](Cl)(=[O:29])=[O:28])=[CH:23][CH:22]=1. The catalyst is C(Cl)Cl. The product is [S:27]([C:17]([S:27]([C:24]1[CH:25]=[CH:26][C:21]([CH3:31])=[CH:22][CH:23]=1)(=[O:29])=[O:28])([CH2:16][CH2:15][NH:14][CH2:13][CH2:12][CH2:11][CH2:10][NH:9][CH2:8][CH2:7][CH2:6][NH2:5])[N:18]([S:27]([C:24]1[CH:25]=[CH:26][C:21]([CH3:31])=[CH:22][CH:23]=1)(=[O:29])=[O:28])[S:27]([C:24]1[CH:25]=[CH:26][C:21]([CH3:31])=[CH:22][CH:23]=1)(=[O:28])=[O:19])([C:24]1[CH:25]=[CH:26][C:21]([CH3:31])=[CH:22][CH:23]=1)(=[O:29])=[O:28]. The yield is 0.910. (5) The reactants are [CH3:1][C:2]1[N:7]([C:8]2[CH:13]=[CH:12][CH:11]=[C:10]([C:14]([F:17])([F:16])[F:15])[CH:9]=2)[C:6](=[O:18])[C:5]([C:19]([OH:21])=[O:20])=[CH:4][CH:3]=1.C(=O)([O-])[O-].[Na+].[Na+].I[CH2:29][CH3:30]. The catalyst is CN1C(=O)CCC1. The product is [CH3:1][C:2]1[N:7]([C:8]2[CH:13]=[CH:12][CH:11]=[C:10]([C:14]([F:16])([F:17])[F:15])[CH:9]=2)[C:6](=[O:18])[C:5]([C:19]([O:21][CH2:29][CH3:30])=[O:20])=[CH:4][CH:3]=1. The yield is 0.870. (6) The reactants are [NH2:1][C:2]1[C:7]([NH:8][C:9](=O)[CH2:10][CH2:11][CH3:12])=[CH:6][C:5]([C:14]2[CH:15]=[CH:16][C:17]3[O:23][CH2:22][CH2:21][N:20]([C:24]4[C:33]5[CH2:32][C:31]([CH3:35])([CH3:34])[CH2:30][CH2:29][C:28]=5[N:27]=[CH:26][N:25]=4)[CH2:19][C:18]=3[CH:36]=2)=[CH:4][N:3]=1. The catalyst is C(O)(=O)C. The product is [CH3:35][C:31]1([CH3:34])[CH2:30][CH2:29][C:28]2[N:27]=[CH:26][N:25]=[C:24]([N:20]3[CH2:19][C:18]4[CH:36]=[C:14]([C:5]5[CH:6]=[C:7]6[N:8]=[C:9]([CH2:10][CH2:11][CH3:12])[NH:1][C:2]6=[N:3][CH:4]=5)[CH:15]=[CH:16][C:17]=4[O:23][CH2:22][CH2:21]3)[C:33]=2[CH2:32]1. The yield is 0.320.